From a dataset of Peptide-MHC class I binding affinity with 185,985 pairs from IEDB/IMGT. Regression. Given a peptide amino acid sequence and an MHC pseudo amino acid sequence, predict their binding affinity value. This is MHC class I binding data. The peptide sequence is LYIIHKQAPP. The MHC is H-2-Kd with pseudo-sequence H-2-Kd. The binding affinity (normalized) is 0.185.